From a dataset of Forward reaction prediction with 1.9M reactions from USPTO patents (1976-2016). Predict the product of the given reaction. (1) Given the reactants [CH3:1][S:2](Cl)(=[O:4])=[O:3].[NH2:6][C:7]1[CH:8]=[C:9]([CH2:13][C:14]([OH:16])=[O:15])[CH:10]=[CH:11][CH:12]=1.C(=O)([O-])[O-].[Na+].[Na+].Cl, predict the reaction product. The product is: [CH3:1][S:2]([NH:6][C:7]1[CH:8]=[C:9]([CH2:13][C:14]([OH:16])=[O:15])[CH:10]=[CH:11][CH:12]=1)(=[O:4])=[O:3]. (2) Given the reactants [CH3:1][O:2][C:3]1[N:8]=[CH:7][C:6]([CH2:9][O:10][C:11]2[CH:19]=[CH:18][CH:17]=[C:16]3[C:12]=2[CH:13]=[C:14]([C:20]([OH:22])=O)[NH:15]3)=[CH:5][CH:4]=1.[NH2:23][CH:24]1[CH2:29][CH2:28][C:27]([CH2:31][CH2:32][N:33]2[CH2:38][CH2:37][C@H:36]([OH:39])[C@@H:35]([CH3:40])[CH2:34]2)([OH:30])[CH2:26][CH2:25]1, predict the reaction product. The product is: [OH:30][C:27]1([CH2:31][CH2:32][N:33]2[CH2:38][CH2:37][C@H:36]([OH:39])[C@@H:35]([CH3:40])[CH2:34]2)[CH2:28][CH2:29][CH:24]([NH:23][C:20]([C:14]2[NH:15][C:16]3[C:12]([CH:13]=2)=[C:11]([O:10][CH2:9][C:6]2[CH:7]=[N:8][C:3]([O:2][CH3:1])=[CH:4][CH:5]=2)[CH:19]=[CH:18][CH:17]=3)=[O:22])[CH2:25][CH2:26]1. (3) Given the reactants [CH3:1][N:2]1[CH2:7][CH:6]=[C:5]([C:8]2[C:16]3[C:11](=[CH:12][CH:13]=[N:14][CH:15]=3)[NH:10][CH:9]=2)[CH2:4][CH2:3]1.[C:17]1([S:23](Cl)(=[O:25])=[O:24])[CH:22]=[CH:21][CH:20]=[CH:19][CH:18]=1.C[Si]([N-][Si](C)(C)C)(C)C.[Na+], predict the reaction product. The product is: [CH3:1][N:2]1[CH2:3][CH:4]=[C:5]([C:8]2[C:16]3[C:11](=[CH:12][CH:13]=[N:14][CH:15]=3)[N:10]([S:23]([C:17]3[CH:22]=[CH:21][CH:20]=[CH:19][CH:18]=3)(=[O:25])=[O:24])[CH:9]=2)[CH2:6][CH2:7]1. (4) Given the reactants I([O-])(=O)(=O)=O.[Na+].[F:7][C:8]1[CH:32]=[CH:31][CH:30]=[C:29]([F:33])[C:9]=1[CH2:10][O:11][C:12]1[C:13]2[N:14]([C:20]([C:24]([O:26][CH2:27][CH3:28])=[O:25])=[C:21]([CH3:23])[N:22]=2)[CH:15]=[C:16]([CH:18]=C)[CH:17]=1.C(OCC)(=[O:36])C, predict the reaction product. The product is: [F:7][C:8]1[CH:32]=[CH:31][CH:30]=[C:29]([F:33])[C:9]=1[CH2:10][O:11][C:12]1[C:13]2[N:14]([C:20]([C:24]([O:26][CH2:27][CH3:28])=[O:25])=[C:21]([CH3:23])[N:22]=2)[CH:15]=[C:16]([CH:18]=[O:36])[CH:17]=1.